From a dataset of Reaction yield outcomes from USPTO patents with 853,638 reactions. Predict the reaction yield, written as a fraction of the theoretical maximum amount of product (1.0 means a 100% yield; for example, 0.34 means a 34% yield). (1) The reactants are [CH:1]1([N:4]([CH:18]2[CH2:23][CH2:22][N:21]([C:24](=[O:30])[CH:25]=[CH:26][CH2:27][CH2:28][CH3:29])[CH2:20][CH2:19]2)[S:5]([C:8]2[CH:13]=[CH:12][CH:11]=[C:10]([C:14]([F:17])([F:16])[F:15])[CH:9]=2)(=[O:7])=[O:6])[CH2:3][CH2:2]1.[NH:31]1[CH2:36][CH2:35][S:34][CH2:33][CH2:32]1. No catalyst specified. The product is [CH:1]1([N:4]([CH:18]2[CH2:23][CH2:22][N:21]([C:24](=[O:30])[CH2:25][CH:26]([N:31]3[CH2:36][CH2:35][S:34][CH2:33][CH2:32]3)[CH2:27][CH2:28][CH3:29])[CH2:20][CH2:19]2)[S:5]([C:8]2[CH:13]=[CH:12][CH:11]=[C:10]([C:14]([F:15])([F:16])[F:17])[CH:9]=2)(=[O:6])=[O:7])[CH2:3][CH2:2]1. The yield is 0.360. (2) The reactants are Cl[C:2]1[N:6]([CH3:7])[N:5]=[CH:4][C:3]=1[N+:8]([O-:10])=[O:9].[OH:11][C@@H:12]1[CH2:16][CH2:15][O:14][CH2:13]1. No catalyst specified. The product is [CH3:7][N:6]1[C:2]([O:11][C@@H:12]2[CH2:16][CH2:15][O:14][CH2:13]2)=[C:3]([N+:8]([O-:10])=[O:9])[CH:4]=[N:5]1. The yield is 0.340.